Dataset: Forward reaction prediction with 1.9M reactions from USPTO patents (1976-2016). Task: Predict the product of the given reaction. Given the reactants C(OC(=O)COC1C=CC(Cl)=CC=1C#CC1C=CC=C(S(CCC)(=O)=O)C=1)(C)(C)C.[C:31]([O:35][C:36](=[O:48])[CH2:37][O:38][C:39]1[CH:44]=[CH:43][C:42]([Cl:45])=[CH:41][C:40]=1[C:46]#[CH:47])([CH3:34])([CH3:33])[CH3:32].Br[C:50]1[CH:51]=[C:52]([S:57]([N:60]([CH2:62][CH2:63][CH2:64][N:65]([CH3:67])[CH3:66])[CH3:61])(=[O:59])=[O:58])[CH:53]=[CH:54][C:55]=1[CH3:56], predict the reaction product. The product is: [C:31]([O:35][C:36](=[O:48])[CH2:37][O:38][C:39]1[CH:44]=[CH:43][C:42]([Cl:45])=[CH:41][C:40]=1[C:46]#[C:47][C:50]1[CH:51]=[C:52]([S:57]([N:60]([CH2:62][CH2:63][CH2:64][N:65]([CH3:66])[CH3:67])[CH3:61])(=[O:59])=[O:58])[CH:53]=[CH:54][C:55]=1[CH3:56])([CH3:34])([CH3:33])[CH3:32].